From a dataset of Peptide-MHC class I binding affinity with 185,985 pairs from IEDB/IMGT. Regression. Given a peptide amino acid sequence and an MHC pseudo amino acid sequence, predict their binding affinity value. This is MHC class I binding data. (1) The peptide sequence is NLNELVKHGL. The MHC is HLA-A02:06 with pseudo-sequence HLA-A02:06. The binding affinity (normalized) is 0. (2) The binding affinity (normalized) is 0.413. The peptide sequence is IGVEPGQL. The MHC is H-2-Kb with pseudo-sequence H-2-Kb. (3) The peptide sequence is AFKVRPTFA. The MHC is HLA-A30:01 with pseudo-sequence HLA-A30:01. The binding affinity (normalized) is 0.634. (4) The peptide sequence is RPKPDYSAM. The MHC is HLA-B38:01 with pseudo-sequence HLA-B38:01. The binding affinity (normalized) is 0.0847. (5) The peptide sequence is LKFSLPFPFLYKFLL. The MHC is HLA-B44:03 with pseudo-sequence HLA-B44:03. The binding affinity (normalized) is 0.00656. (6) The peptide sequence is CVRLNNPVI. The MHC is HLA-A02:06 with pseudo-sequence HLA-A02:06. The binding affinity (normalized) is 0.